This data is from Forward reaction prediction with 1.9M reactions from USPTO patents (1976-2016). The task is: Predict the product of the given reaction. (1) Given the reactants [CH3:1][C:2]1[C:7]([C:8]([F:11])([F:10])[F:9])=[CH:6][C:5]([NH:12][CH2:13][CH2:14][CH2:15][CH2:16][CH2:17][CH2:18][C:19]([O:21][CH2:22][CH3:23])=[O:20])=[C:4]([N+:24]([O-])=O)[CH:3]=1, predict the reaction product. The product is: [NH2:24][C:4]1[CH:3]=[C:2]([CH3:1])[C:7]([C:8]([F:10])([F:11])[F:9])=[CH:6][C:5]=1[NH:12][CH2:13][CH2:14][CH2:15][CH2:16][CH2:17][CH2:18][C:19]([O:21][CH2:22][CH3:23])=[O:20]. (2) Given the reactants Br[C:2]1[CH:14]=[CH:13][C:12]2[C:11]3[C:6](=[CH:7][C:8]([C:15]4[CH:20]=[CH:19][C:18]([O:21][CH3:22])=[CH:17][C:16]=4[C:23]4[CH:28]=[CH:27][CH:26]=[CH:25][CH:24]=4)=[CH:9][CH:10]=3)[C:5]([CH3:30])([CH3:29])[C:4]=2[CH:3]=1.[C:31]1([C:40]2[CH:45]=[CH:44][CH:43]=[CH:42][CH:41]=2)[CH:36]=[CH:35][CH:34]=[CH:33][C:32]=1B(O)O.C([O-])([O-])=O.[Na+].[Na+].CCO, predict the reaction product. The product is: [C:31]1([C:40]2[CH:41]=[CH:42][CH:43]=[CH:44][CH:45]=2)[CH:36]=[CH:35][CH:34]=[CH:33][C:32]=1[C:2]1[CH:14]=[CH:13][C:12]2[C:11]3[C:6](=[CH:7][C:8]([C:15]4[CH:20]=[CH:19][C:18]([O:21][CH3:22])=[CH:17][C:16]=4[C:23]4[CH:24]=[CH:25][CH:26]=[CH:27][CH:28]=4)=[CH:9][CH:10]=3)[C:5]([CH3:30])([CH3:29])[C:4]=2[CH:3]=1. (3) The product is: [C:41]([C@@H:39]1[CH2:40][C@@H:38]1[CH2:37][O:36][C:15]1[N:16]=[C:17]([N:19]2[CH2:24][CH2:23][CH:22]([C:25]3[C:33]4[C:28](=[N:29][CH:30]=[CH:31][C:32]=4[O:34][CH3:35])[NH:27][N:26]=3)[CH2:21][CH2:20]2)[N:18]=[C:13]([CH:2]([C:1]#[N:5])[C:3]#[N:4])[N:14]=1)#[N:42]. Given the reactants [C:1](#[N:5])[CH2:2][C:3]#[N:4].C([O-])([O-])=O.[K+].[K+].Cl[C:13]1[N:18]=[C:17]([N:19]2[CH2:24][CH2:23][CH:22]([C:25]3[C:33]4[C:28](=[N:29][CH:30]=[CH:31][C:32]=4[O:34][CH3:35])[NH:27][N:26]=3)[CH2:21][CH2:20]2)[N:16]=[C:15]([O:36][CH2:37][C@H:38]2[CH2:40][C@H:39]2[C:41]#[N:42])[N:14]=1.CS(C)=O, predict the reaction product. (4) Given the reactants [F:1][C:2]([F:36])([F:35])[C:3]1[CH:4]=[C:5]([CH:28]=[C:29]([C:31]([F:34])([F:33])[F:32])[CH:30]=1)[C:6]([N:8]1[CH2:13][CH2:12][N:11]([CH2:14][C:15]#[C:16][CH2:17][Cl:18])[CH2:10][C@H:9]1[CH2:19][C:20]1[CH:25]=[CH:24][C:23]([CH3:26])=[C:22]([CH3:27])[CH:21]=1)=[O:7].[ClH:37].[CH3:38][CH:39]1[CH2:44][O:43][CH2:42][CH2:41][NH:40]1.C(=O)([O-])[O-].[K+].[K+].[I-].[K+], predict the reaction product. The product is: [ClH:18].[ClH:37].[F:1][C:2]([F:36])([F:35])[C:3]1[CH:4]=[C:5]([CH:28]=[C:29]([C:31]([F:34])([F:33])[F:32])[CH:30]=1)[C:6]([N:8]1[CH2:13][CH2:12][N:11]([CH2:14][C:15]#[C:16][CH2:17][N:40]2[CH2:41][CH2:42][O:43][CH2:44][CH:39]2[CH3:38])[CH2:10][C@H:9]1[CH2:19][C:20]1[CH:25]=[CH:24][C:23]([CH3:26])=[C:22]([CH3:27])[CH:21]=1)=[O:7]. (5) Given the reactants [CH3:1][O:2][C:3]1[C:8]2[N:9]=[C:10]([NH:12][C:13](=[O:23])[C:14]3[CH:19]=[CH:18][C:17]([CH2:20][NH:21][CH3:22])=[CH:16][CH:15]=3)[S:11][C:7]=2[C:6]([N:24]2[CH2:29][CH2:28][O:27][CH2:26][CH2:25]2)=[CH:5][CH:4]=1.N1C=CC=CC=1.Cl[C:37]([O:39][CH3:40])=[O:38], predict the reaction product. The product is: [CH3:40][O:39][C:37](=[O:38])[N:21]([CH2:20][C:17]1[CH:18]=[CH:19][C:14]([C:13](=[O:23])[NH:12][C:10]2[S:11][C:7]3[C:6]([N:24]4[CH2:25][CH2:26][O:27][CH2:28][CH2:29]4)=[CH:5][CH:4]=[C:3]([O:2][CH3:1])[C:8]=3[N:9]=2)=[CH:15][CH:16]=1)[CH3:22].